This data is from Reaction yield outcomes from USPTO patents with 853,638 reactions. The task is: Predict the reaction yield, written as a fraction of the theoretical maximum amount of product (1.0 means a 100% yield; for example, 0.34 means a 34% yield). (1) The product is [CH2:20]([N:10]1[C:11]2[C:16](=[CH:15][N:14]=[C:13]([NH:18][CH3:19])[CH:12]=2)[CH:17]=[C:8]([C:6]2[C:5]([F:23])=[CH:4][C:3]([F:24])=[C:2]([NH:1][C:31](=[O:32])[O:33][C:34]([CH3:36])=[CH2:35])[CH:7]=2)[C:9]1=[O:22])[CH3:21]. The yield is 0.880. The catalyst is CCOC(C)=O. The reactants are [NH2:1][C:2]1[C:3]([F:24])=[CH:4][C:5]([F:23])=[C:6]([C:8]2[C:9](=[O:22])[N:10]([CH2:20][CH3:21])[C:11]3[C:16]([CH:17]=2)=[CH:15][N:14]=[C:13]([NH:18][CH3:19])[CH:12]=3)[CH:7]=1.C([O-])(O)=O.[Na+].Cl[C:31]([O:33][C:34]([CH3:36])=[CH2:35])=[O:32]. (2) The reactants are Br[C:2]1[CH:7]=[C:6]([CH:8]([CH3:10])[CH3:9])[CH:5]=[C:4]([Br:11])[CH:3]=1.C1[CH2:16][O:15]CC1.[Li]C(C)(C)C.S(Cl)([Cl:24])=O. The catalyst is C1C=CC=CC=1. The product is [Br:11][C:4]1[CH:3]=[C:2]([CH:7]=[C:6]([CH:8]([CH3:10])[CH3:9])[CH:5]=1)[C:16]([Cl:24])=[O:15]. The yield is 0.680. (3) The reactants are [F:1][C:2]1[CH:7]=[CH:6][C:5]([C:8]2[C:16]3[C:11](=[CH:12][CH:13]=[C:14]([C:17]([OH:19])=O)[CH:15]=3)[NH:10][N:9]=2)=[CH:4][CH:3]=1.O.ON1C2C=CC=CC=2N=N1.Cl.CN(C)CCCN=C=NCC.[NH2:43][CH2:44][CH2:45][CH2:46][OH:47]. The catalyst is O1CCCC1.O.CN(C)C=O. The product is [F:1][C:2]1[CH:3]=[CH:4][C:5]([C:8]2[C:16]3[C:11](=[CH:12][CH:13]=[C:14]([C:17]([NH:43][CH2:44][CH2:45][CH2:46][OH:47])=[O:19])[CH:15]=3)[NH:10][N:9]=2)=[CH:6][CH:7]=1. The yield is 0.780. (4) The yield is 0.770. The product is [F:7][C:8]1([F:15])[CH2:11][CH:10]([C:12]([N:16]([CH3:18])[CH3:17])=[O:13])[CH2:9]1. The reactants are C(Cl)(=O)C(Cl)=O.[F:7][C:8]1([F:15])[CH2:11][CH:10]([C:12](O)=[O:13])[CH2:9]1.[NH:16]([CH3:18])[CH3:17]. The catalyst is C(Cl)Cl.CN(C=O)C.C1COCC1. (5) The reactants are Cl.[NH:2]([C:4]1[C:13]2[C:8](=[CH:9][CH:10]=[CH:11][CH:12]=2)[CH:7]=[N:6][N:5]=1)[NH2:3].[O:14]=[C:15]([CH2:19][CH2:20][C:21]([OH:23])=[O:22])[C:16](O)=[O:17]. The catalyst is O. The product is [O:14]=[C:15]([CH2:19][CH2:20][C:21]([OH:23])=[O:22])[C:16](=[N:2][NH2:3])[OH:17].[NH:2]([C:4]1[C:13]2[C:8](=[CH:9][CH:10]=[CH:11][CH:12]=2)[CH:7]=[N:6][N:5]=1)[NH2:3]. The yield is 0.880.